From a dataset of Forward reaction prediction with 1.9M reactions from USPTO patents (1976-2016). Predict the product of the given reaction. (1) Given the reactants [Br:1][C:2]1[CH:3]=[C:4]2[C:9](=[CH:10][CH:11]=1)[CH2:8][C@@H:7]([NH:12][C:13](=[O:21])[C:14]1[CH:19]=[CH:18][C:17]([OH:20])=[CH:16][CH:15]=1)[CH2:6][CH2:5]2.[O:22]1[CH2:26][CH2:25][CH2:24][C@H:23]1[CH2:27]OS(C)(=O)=O, predict the reaction product. The product is: [Br:1][C:2]1[CH:3]=[C:4]2[C:9](=[CH:10][CH:11]=1)[CH2:8][C@@H:7]([NH:12][C:13](=[O:21])[C:14]1[CH:15]=[CH:16][C:17]([O:20][CH2:27][C@@H:23]3[CH2:24][CH2:25][CH2:26][O:22]3)=[CH:18][CH:19]=1)[CH2:6][CH2:5]2. (2) Given the reactants [CH2:1]([N:8]1[C:13]2[N:14]=[C:15]([S:20][CH3:21])[N:16]=[C:17]([NH:18][NH2:19])[C:12]=2[C:11](=O)[CH:10]([C:23]([O:25][CH2:26][CH3:27])=[O:24])[CH2:9]1)[C:2]1[CH:7]=[CH:6][CH:5]=[CH:4][CH:3]=1, predict the reaction product. The product is: [CH2:1]([N:8]1[C:13]2[C:12]3[C:11](=[N:19][NH:18][C:17]=3[N:16]=[C:15]([S:20][CH3:21])[N:14]=2)[CH:10]([C:23]([O:25][CH2:26][CH3:27])=[O:24])[CH2:9]1)[C:2]1[CH:7]=[CH:6][CH:5]=[CH:4][CH:3]=1. (3) Given the reactants [C:1]([O:5][C:6]([NH:8][C@H:9]([C:19]1[C:24](B(O)O)=[CH:23][CH:22]=[C:21]([C:28]#[C:29]C(O)(C)C)[N:20]=1)[CH2:10][C:11]1[CH:16]=[C:15]([F:17])[CH:14]=[C:13]([F:18])[CH:12]=1)=[O:7])([CH3:4])([CH3:3])[CH3:2].Br[C:35]1[CH:36]=[CH:37][C:38]([Cl:45])=[C:39]2[C:43]=1[N:42]([CH3:44])[N:41]=[CH:40]2.C([O-])(O)=O.[Na+], predict the reaction product. The product is: [Cl:45][C:38]1[CH:37]=[CH:36][C:35]([C:24]2[C:19]([C@@H:9]([NH:8][C:6](=[O:7])[O:5][C:1]([CH3:3])([CH3:2])[CH3:4])[CH2:10][C:11]3[CH:16]=[C:15]([F:17])[CH:14]=[C:13]([F:18])[CH:12]=3)=[N:20][C:21]([C:28]#[CH:29])=[CH:22][CH:23]=2)=[C:43]2[C:39]=1[CH:40]=[N:41][N:42]2[CH3:44]. (4) Given the reactants [C:1]1([C:7]2[CH:16]=[CH:15][CH:14]=[C:13]3[C:8]=2[C:9]([NH:31][CH2:32][C:33]2[CH:38]=[CH:37][CH:36]=[CH:35][N:34]=2)=[N:10][C:11]([C:17]2[CH:18]=[C:19]([S:23]([NH:26][P:27](=[O:30])([OH:29])[OH:28])(=[O:25])=[O:24])[CH:20]=[N:21][CH:22]=2)=[N:12]3)[CH:6]=[CH:5][CH:4]=[CH:3][CH:2]=1.[OH-].[Na+:40], predict the reaction product. The product is: [C:1]1([C:7]2[CH:16]=[CH:15][CH:14]=[C:13]3[C:8]=2[C:9]([NH:31][CH2:32][C:33]2[CH:38]=[CH:37][CH:36]=[CH:35][N:34]=2)=[N:10][C:11]([C:17]2[CH:18]=[C:19]([S:23]([NH:26][P:27](=[O:28])([O-:29])[O-:30])(=[O:24])=[O:25])[CH:20]=[N:21][CH:22]=2)=[N:12]3)[CH:2]=[CH:3][CH:4]=[CH:5][CH:6]=1.[Na+:40].[Na+:40].[Na+:40]. (5) Given the reactants [O:1]([CH2:8][CH:9]1[CH2:25][N:13]2[CH2:14][CH2:15][N:16]([C:18]3[CH:23]=[CH:22][N:21]=[C:20](Cl)[N:19]=3)[CH2:17][CH:12]2[CH2:11][CH2:10]1)[C:2]1[CH:7]=[CH:6][CH:5]=[CH:4][CH:3]=1.[H][H], predict the reaction product. The product is: [O:1]([CH2:8][CH:9]1[CH2:25][N:13]2[CH2:14][CH2:15][N:16]([C:18]3[CH:23]=[CH:22][N:21]=[CH:20][N:19]=3)[CH2:17][CH:12]2[CH2:11][CH2:10]1)[C:2]1[CH:7]=[CH:6][CH:5]=[CH:4][CH:3]=1. (6) Given the reactants [Cl:1][C:2]1[N:7]2[N:8]=[C:9]([NH2:11])[N:10]=[C:6]2[CH:5]=[C:4]([CH3:12])[CH:3]=1.Cl.[C:14](Cl)(=[O:21])[C:15]1[CH:20]=[CH:19][CH:18]=[N:17][CH:16]=1, predict the reaction product. The product is: [Cl:1][C:2]1[N:7]2[N:8]=[C:9]([NH:11][C:14](=[O:21])[C:15]3[CH:20]=[CH:19][CH:18]=[N:17][CH:16]=3)[N:10]=[C:6]2[CH:5]=[C:4]([CH3:12])[CH:3]=1. (7) Given the reactants Cl[C:2]1[C:11]2[C:6](=[CH:7][CH:8]=[CH:9][CH:10]=2)[C:5]([CH2:12][C:13]2[CH:18]=[CH:17][N:16]=[CH:15][CH:14]=2)=[N:4][N:3]=1.[CH:19]1([NH2:24])[CH2:23][CH2:22][CH2:21][CH2:20]1.C(=O)([O-])O.[Na+], predict the reaction product. The product is: [CH:19]1([NH:24][C:2]2[C:11]3[C:6](=[CH:7][CH:8]=[CH:9][CH:10]=3)[C:5]([CH2:12][C:13]3[CH:18]=[CH:17][N:16]=[CH:15][CH:14]=3)=[N:4][N:3]=2)[CH2:23][CH2:22][CH2:21][CH2:20]1. (8) Given the reactants Br.[NH2:2][C:3]1[S:4][CH:5]=[C:6]([C:8]([OH:10])=O)[N:7]=1.CN(C(ON1N=NC2C=CC=NC1=2)=[N+](C)C)C.F[P-](F)(F)(F)(F)F.[NH2:35][CH:36]1[CH2:41][CH2:40][N:39]([CH3:42])[CH2:38][CH2:37]1.CCN(C(C)C)C(C)C, predict the reaction product. The product is: [NH2:2][C:3]1[S:4][CH:5]=[C:6]([C:8]([NH:35][CH:36]2[CH2:41][CH2:40][N:39]([CH3:42])[CH2:38][CH2:37]2)=[O:10])[N:7]=1. (9) Given the reactants [H-].[Na+].[CH3:3][C:4]1[CH:8]=[C:7]([C:9]([O:11][CH2:12][CH3:13])=[O:10])[NH:6][N:5]=1.Br[CH2:15][CH2:16][O:17][CH3:18], predict the reaction product. The product is: [CH3:18][O:17][CH2:16][CH2:15][N:6]1[C:7]([C:9]([O:11][CH2:12][CH3:13])=[O:10])=[CH:8][C:4]([CH3:3])=[N:5]1.